From a dataset of Reaction yield outcomes from USPTO patents with 853,638 reactions. Predict the reaction yield, written as a fraction of the theoretical maximum amount of product (1.0 means a 100% yield; for example, 0.34 means a 34% yield). (1) The reactants are [NH:1]1[CH:5]=[CH:4][C:3]([C:6]2[CH:11]=[CH:10][CH:9]=[CH:8][N:7]=2)=[N:2]1.[F:12][C:13]1[CH:14]=[C:15]([N+:20]([O-:22])=[O:21])[CH:16]=[CH:17][C:18]=1F.C(=O)([O-])[O-].[K+].[K+].O. The catalyst is CN(C)C=O. The product is [F:12][C:13]1[CH:14]=[C:15]([N+:20]([O-:22])=[O:21])[CH:16]=[CH:17][C:18]=1[N:1]1[CH:5]=[CH:4][C:3]([C:6]2[CH:11]=[CH:10][CH:9]=[CH:8][N:7]=2)=[N:2]1. The yield is 0.934. (2) The reactants are [CH2:1]([NH2:9])[CH2:2][C:3]1[CH:8]=[CH:7][CH:6]=[CH:5][CH:4]=1.Br[CH2:11][C:12]([O:14][C:15]([CH3:18])([CH3:17])[CH3:16])=[O:13]. The catalyst is C1(C)C=CC=CC=1. The product is [C:15]([O:14][C:12](=[O:13])[CH2:11][NH:9][CH2:1][CH2:2][C:3]1[CH:8]=[CH:7][CH:6]=[CH:5][CH:4]=1)([CH3:18])([CH3:17])[CH3:16]. The yield is 0.980. (3) The reactants are [F:1][C:2]1[CH:7]=[CH:6][CH:5]=[CH:4][C:3]=1[C:8]12[CH2:15][N:14]([C:16]([O:18][C:19]([CH3:22])([CH3:21])[CH3:20])=[O:17])[CH2:13][CH:12]1[CH2:11][O:10][NH:9]2.C(O)(=O)C.C(=O)(O)[O-].[Na+]. The catalyst is C(OCC)(=O)C.O.[Zn]. The product is [NH2:9][C:8]1([C:3]2[CH:4]=[CH:5][CH:6]=[CH:7][C:2]=2[F:1])[CH:12]([CH2:11][OH:10])[CH2:13][N:14]([C:16]([O:18][C:19]([CH3:22])([CH3:21])[CH3:20])=[O:17])[CH2:15]1. The yield is 0.870.